Dataset: Peptide-MHC class I binding affinity with 185,985 pairs from IEDB/IMGT. Task: Regression. Given a peptide amino acid sequence and an MHC pseudo amino acid sequence, predict their binding affinity value. This is MHC class I binding data. (1) The peptide sequence is YADSVKGR. The MHC is HLA-A68:01 with pseudo-sequence HLA-A68:01. The binding affinity (normalized) is 0.347. (2) The peptide sequence is ILTILTIIGL. The MHC is HLA-A02:01 with pseudo-sequence HLA-A02:01. The binding affinity (normalized) is 0.730. (3) The peptide sequence is AGGDIWVTR. The MHC is HLA-A31:01 with pseudo-sequence HLA-A31:01. The binding affinity (normalized) is 0.701. (4) The peptide sequence is YTAVVPLVY. The MHC is HLA-C08:02 with pseudo-sequence HLA-C08:02. The binding affinity (normalized) is 0.0847. (5) The peptide sequence is VLFIVDKL. The MHC is H-2-Db with pseudo-sequence H-2-Db. The binding affinity (normalized) is 0.